Dataset: Catalyst prediction with 721,799 reactions and 888 catalyst types from USPTO. Task: Predict which catalyst facilitates the given reaction. (1) Reactant: Cl.OC[C:4]1[NH:5][CH:6]=[CH:7][N:8]=1.[C:9]1([C:15](Cl)([C:22]2[CH:27]=[CH:26][CH:25]=[CH:24][CH:23]=2)[C:16]2[CH:21]=[CH:20][CH:19]=[CH:18][CH:17]=2)[CH:14]=[CH:13][CH:12]=[CH:11][CH:10]=1.CN(C)[CH:31]=[O:32]. Product: [OH:32][CH2:31][C:6]1[N:5]=[CH:4][N:8]([C:15]([C:22]2[CH:27]=[CH:26][CH:25]=[CH:24][CH:23]=2)([C:16]2[CH:21]=[CH:20][CH:19]=[CH:18][CH:17]=2)[C:9]2[CH:14]=[CH:13][CH:12]=[CH:11][CH:10]=2)[CH:7]=1. The catalyst class is: 66. (2) Reactant: [OH-].[Na+].C([O:5][C:6]([C:8]1[CH:12]=[C:11]([CH2:13][O:14][C:15]2[CH:20]=[CH:19][CH:18]=[CH:17][CH:16]=2)[NH:10][N:9]=1)=[O:7])C. Product: [O:14]([CH2:13][C:11]1[NH:10][N:9]=[C:8]([C:6]([OH:7])=[O:5])[CH:12]=1)[C:15]1[CH:20]=[CH:19][CH:18]=[CH:17][CH:16]=1. The catalyst class is: 5. (3) Reactant: Cl.[NH:2]([C:4]1[CH:12]=[CH:11][CH:10]=[CH:9][C:5]=1[C:6]([OH:8])=[O:7])[NH2:3].C(N(CC)CC)C.C[O:21][C:22](=O)[N:23]=[C:24](SC)[C:25]([C:39]1[CH:44]=[C:43]([O:45][CH3:46])[C:42]([O:47][CH3:48])=[CH:41][C:40]=1[F:49])=[N:26][C:27]1[CH:32]=[CH:31][C:30]([C:33]2[N:37]=[C:36]([CH3:38])[O:35][N:34]=2)=[CH:29][CH:28]=1.Cl. Product: [F:49][C:40]1[CH:41]=[C:42]([O:47][CH3:48])[C:43]([O:45][CH3:46])=[CH:44][C:39]=1[C:25](=[N:26][C:27]1[CH:32]=[CH:31][C:30]([C:33]2[N:37]=[C:36]([CH3:38])[O:35][N:34]=2)=[CH:29][CH:28]=1)[C:24]1[NH:23][C:22](=[O:21])[N:2]([C:4]2[CH:12]=[CH:11][CH:10]=[CH:9][C:5]=2[C:6]([OH:8])=[O:7])[N:3]=1. The catalyst class is: 9. (4) Reactant: CS(C)=O.C(Cl)(=O)C(Cl)=O.[CH3:11][C:12]1[C:16]([CH2:17][OH:18])=[C:15]([CH3:19])[N:14]([C:20]2[CH:25]=[CH:24][CH:23]=[CH:22][N:21]=2)[N:13]=1.C(N(CC)CC)C. Product: [CH3:11][C:12]1[C:16]([CH:17]=[O:18])=[C:15]([CH3:19])[N:14]([C:20]2[CH:25]=[CH:24][CH:23]=[CH:22][N:21]=2)[N:13]=1. The catalyst class is: 2. (5) Reactant: [OH:1][C@H:2]1[CH2:6][CH2:5][N:4]([C:7]2[CH:12]=[CH:11][C:10]([C:13]([F:16])([F:15])[F:14])=[CH:9][CH:8]=2)[C:3]1=[O:17].C(N(CC)CC)C.[F:25][C:26]([F:38])([F:37])[C:27]1[CH:32]=[CH:31][C:30]([S:33](Cl)(=[O:35])=[O:34])=[CH:29][CH:28]=1. Product: [F:38][C:26]([F:25])([F:37])[C:27]1[CH:28]=[CH:29][C:30]([S:33]([O:1][C@H:2]2[CH2:6][CH2:5][N:4]([C:7]3[CH:8]=[CH:9][C:10]([C:13]([F:14])([F:15])[F:16])=[CH:11][CH:12]=3)[C:3]2=[O:17])(=[O:35])=[O:34])=[CH:31][CH:32]=1. The catalyst class is: 119. (6) Reactant: [O:1]1[CH2:6][CH2:5][CH:4]([NH:7][CH2:8][C:9]([OH:11])=[O:10])[CH2:3][CH2:2]1.CCN(CC)CC.[O:19](C(OC(C)(C)C)=O)[C:20]([O:22][C:23]([CH3:26])([CH3:25])[CH3:24])=O.Cl.O.P. Product: [C:23]([O:22][C:20]([N:7]([CH:4]1[CH2:3][CH2:2][O:1][CH2:6][CH2:5]1)[CH2:8][C:9]([OH:11])=[O:10])=[O:19])([CH3:26])([CH3:25])[CH3:24]. The catalyst class is: 3. (7) Product: [CH3:12][O:13][C:14](=[O:28])[C@@H:15]([NH:27][S:8]([C:5]1[CH:6]=[CH:7][C:2]([Cl:1])=[CH:3][CH:4]=1)(=[O:10])=[O:9])[CH:16]([CH2:17][C:18]([F:21])([F:20])[F:19])[CH2:22][C:23]([F:25])([F:26])[F:24]. Reactant: [Cl:1][C:2]1[CH:7]=[CH:6][C:5]([S:8](Cl)(=[O:10])=[O:9])=[CH:4][CH:3]=1.[CH3:12][O:13][C:14](=[O:28])[C@@H:15]([NH2:27])[CH:16]([CH2:22][C:23]([F:26])([F:25])[F:24])[CH2:17][C:18]([F:21])([F:20])[F:19].N1C=CC=CC=1.Cl. The catalyst class is: 2.